Dataset: Peptide-MHC class I binding affinity with 185,985 pairs from IEDB/IMGT. Task: Regression. Given a peptide amino acid sequence and an MHC pseudo amino acid sequence, predict their binding affinity value. This is MHC class I binding data. (1) The peptide sequence is ELNIVDEII. The MHC is HLA-A68:02 with pseudo-sequence HLA-A68:02. The binding affinity (normalized) is 0.379. (2) The peptide sequence is LANPTADDF. The MHC is HLA-A03:01 with pseudo-sequence HLA-A03:01. The binding affinity (normalized) is 0.0847. (3) The peptide sequence is RLRRDQRSL. The MHC is BoLA-HD6 with pseudo-sequence BoLA-HD6. The binding affinity (normalized) is 0.545. (4) The peptide sequence is SVFHEHIFK. The MHC is HLA-A11:01 with pseudo-sequence HLA-A11:01. The binding affinity (normalized) is 0.824.